Dataset: Catalyst prediction with 721,799 reactions and 888 catalyst types from USPTO. Task: Predict which catalyst facilitates the given reaction. (1) Reactant: Br[C:2]1[CH:3]=[CH:4][C:5]([N+:8]([O-:10])=[O:9])=[N:6][CH:7]=1.CC1(C)C2C(=C(P(C3C=CC=CC=3)C3C=CC=CC=3)C=CC=2)OC2C(P(C3C=CC=CC=3)C3C=CC=CC=3)=CC=CC1=2.Cl.[CH3:54][C:55]1([OH:59])[CH2:58][NH:57][CH2:56]1.C([O-])([O-])=O.[Cs+].[Cs+]. Product: [CH3:54][C:55]1([OH:59])[CH2:58][N:57]([C:2]2[CH:7]=[N:6][C:5]([N+:8]([O-:10])=[O:9])=[CH:4][CH:3]=2)[CH2:56]1. The catalyst class is: 62. (2) Reactant: O.[Cl:2][Si](C)(C)C.[F:7][C:8]1[CH:17]=[C:16]([F:18])[CH:15]=[C:14]2[C:9]=1[CH2:10][N:11]([CH:19]1[CH2:23][C:22](=[O:24])[NH:21][C:20]1=[O:25])[CH:12]=[N:13]2. The catalyst class is: 131. Product: [ClH:2].[F:7][C:8]1[CH:17]=[C:16]([F:18])[CH:15]=[C:14]2[C:9]=1[CH2:10][N:11]([CH:19]1[CH2:23][C:22](=[O:24])[NH:21][C:20]1=[O:25])[CH:12]=[N:13]2. (3) Reactant: [CH2:1]([O:3][C:4](=[O:16])[C:5](=[CH:12]N(C)C)[C:6](=O)[C:7]([CH3:10])([CH3:9])[CH3:8])[CH3:2].[NH2:17][C:18]([NH2:20])=[O:19]. Product: [CH3:10][C:7]([C:6]1[C:5]([C:4]([O:3][CH2:1][CH3:2])=[O:16])=[CH:12][N:20]=[C:18]([OH:19])[N:17]=1)([CH3:8])[CH3:9]. The catalyst class is: 15. (4) The catalyst class is: 3. Product: [Br:8][C:6]1[CH:5]=[C:4]([CH3:9])[C:3]([O:10][C:12]2[CH:17]=[CH:16][C:15]([N+:18]([O-:20])=[O:19])=[CH:14][N:13]=2)=[C:2]([Cl:1])[CH:7]=1. Reactant: [Cl:1][C:2]1[CH:7]=[C:6]([Br:8])[CH:5]=[C:4]([CH3:9])[C:3]=1[OH:10].Cl[C:12]1[CH:17]=[CH:16][C:15]([N+:18]([O-:20])=[O:19])=[CH:14][N:13]=1.C([O-])([O-])=O.[K+].[K+]. (5) Reactant: [NH:1]1[CH2:5][CH2:4][CH2:3][CH2:2]1.[CH2:6]([O:13][N:14]1[C:19](=[O:20])[C:18]2[CH:21]=[C:22]([F:26])[C:23](Cl)=[N:24][C:17]=2[N:16]([CH2:27][CH2:28][CH2:29][CH3:30])[C:15]1=[O:31])[C:7]1[CH:12]=[CH:11][CH:10]=[CH:9][CH:8]=1.C(N(CC)CC)C. Product: [CH2:6]([O:13][N:14]1[C:19](=[O:20])[C:18]2[CH:21]=[C:22]([F:26])[C:23]([N:1]3[CH2:5][CH2:4][CH2:3][CH2:2]3)=[N:24][C:17]=2[N:16]([CH2:27][CH2:28][CH2:29][CH3:30])[C:15]1=[O:31])[C:7]1[CH:12]=[CH:11][CH:10]=[CH:9][CH:8]=1. The catalyst class is: 10. (6) Reactant: Br[CH2:2][C:3]1[CH:4]=[C:5]([CH:8]=[CH:9][C:10]=1[CH:11]1[C:16]2[C:17](=[O:20])[CH2:18][CH2:19][C:15]=2[N:14]([C:21]2[CH:26]=[CH:25][CH:24]=[C:23]([C:27]([F:30])([F:29])[F:28])[CH:22]=2)[C:13](=[O:31])[N:12]1[CH3:32])[C:6]#[N:7].C(=O)([O-])[O-].[K+].[K+].[C:39]([NH2:43])([CH3:42])([CH3:41])[CH3:40]. Product: [C:39]([NH:43][CH2:2][C:3]1[CH:4]=[C:5]([CH:8]=[CH:9][C:10]=1[C@@H:11]1[C:16]2[C:17](=[O:20])[CH2:18][CH2:19][C:15]=2[N:14]([C:21]2[CH:26]=[CH:25][CH:24]=[C:23]([C:27]([F:30])([F:29])[F:28])[CH:22]=2)[C:13](=[O:31])[N:12]1[CH3:32])[C:6]#[N:7])([CH3:42])([CH3:41])[CH3:40]. The catalyst class is: 9. (7) Reactant: [CH3:1][O:2][C:3]1[CH:4]=[C:5]([CH:8]=[CH:9][CH:10]=1)[CH2:6]Cl.[CH2:11]([S:15]([O:18][C:19]1[CH:24]=[CH:23][C:22]([CH2:25][CH2:26][CH2:27][C:28]2[CH:33]=[CH:32][C:31]([CH2:34][CH2:35][C:36]([O:38][CH3:39])=[O:37])=[C:30]([OH:40])[CH:29]=2)=[CH:21][C:20]=1[O:41][CH3:42])(=[O:17])=[O:16])[CH2:12][CH2:13][CH3:14].C(=O)([O-])[O-].[K+].[K+].O. Product: [CH2:11]([S:15]([O:18][C:19]1[CH:24]=[CH:23][C:22]([CH2:25][CH2:26][CH2:27][C:28]2[CH:33]=[CH:32][C:31]([CH2:34][CH2:35][C:36]([O:38][CH3:39])=[O:37])=[C:30]([O:40][CH2:6][C:5]3[CH:8]=[CH:9][CH:10]=[C:3]([O:2][CH3:1])[CH:4]=3)[CH:29]=2)=[CH:21][C:20]=1[O:41][CH3:42])(=[O:17])=[O:16])[CH2:12][CH2:13][CH3:14]. The catalyst class is: 311. (8) Reactant: [C:1]([C:4]1[CH:11]=[CH:10][C:7]([CH:8]=O)=[CH:6][CH:5]=1)([OH:3])=[O:2].[Cl:12][C:13]1[CH:18]=[CH:17][C:16]([S:19]([NH2:22])(=[O:21])=[O:20])=[CH:15][CH:14]=1.C1(C)C=CC=CC=1.C1(C)C=CC(S(O)(=O)=O)=CC=1. Product: [Cl:12][C:13]1[CH:14]=[CH:15][C:16]([S:19]([N:22]=[CH:8][C:7]2[CH:10]=[CH:11][C:4]([C:1]([OH:3])=[O:2])=[CH:5][CH:6]=2)(=[O:20])=[O:21])=[CH:17][CH:18]=1. The catalyst class is: 6.